The task is: Regression. Given two drug SMILES strings and cell line genomic features, predict the synergy score measuring deviation from expected non-interaction effect.. This data is from NCI-60 drug combinations with 297,098 pairs across 59 cell lines. (1) Drug 1: COC1=C(C=C2C(=C1)N=CN=C2NC3=CC(=C(C=C3)F)Cl)OCCCN4CCOCC4. Drug 2: C1=C(C(=O)NC(=O)N1)N(CCCl)CCCl. Cell line: SK-MEL-5. Synergy scores: CSS=45.4, Synergy_ZIP=-9.53, Synergy_Bliss=1.03, Synergy_Loewe=-5.38, Synergy_HSA=4.57. (2) Drug 1: CS(=O)(=O)C1=CC(=C(C=C1)C(=O)NC2=CC(=C(C=C2)Cl)C3=CC=CC=N3)Cl. Drug 2: C#CCC(CC1=CN=C2C(=N1)C(=NC(=N2)N)N)C3=CC=C(C=C3)C(=O)NC(CCC(=O)O)C(=O)O. Cell line: SF-268. Synergy scores: CSS=0.274, Synergy_ZIP=1.11, Synergy_Bliss=3.78, Synergy_Loewe=0.553, Synergy_HSA=0.747. (3) Drug 1: C1=CC(=CC=C1CCC2=CNC3=C2C(=O)NC(=N3)N)C(=O)NC(CCC(=O)O)C(=O)O. Drug 2: COC1=C2C(=CC3=C1OC=C3)C=CC(=O)O2. Cell line: ACHN. Synergy scores: CSS=11.4, Synergy_ZIP=-4.78, Synergy_Bliss=-2.75, Synergy_Loewe=-16.5, Synergy_HSA=-4.10. (4) Drug 1: COC1=CC(=CC(=C1O)OC)C2C3C(COC3=O)C(C4=CC5=C(C=C24)OCO5)OC6C(C(C7C(O6)COC(O7)C8=CC=CS8)O)O. Drug 2: COC1=NC(=NC2=C1N=CN2C3C(C(C(O3)CO)O)O)N. Cell line: NCI-H522. Synergy scores: CSS=31.5, Synergy_ZIP=-2.55, Synergy_Bliss=1.67, Synergy_Loewe=-10.8, Synergy_HSA=3.59. (5) Drug 1: CC1=C(C=C(C=C1)C(=O)NC2=CC(=CC(=C2)C(F)(F)F)N3C=C(N=C3)C)NC4=NC=CC(=N4)C5=CN=CC=C5. Drug 2: CS(=O)(=O)CCNCC1=CC=C(O1)C2=CC3=C(C=C2)N=CN=C3NC4=CC(=C(C=C4)OCC5=CC(=CC=C5)F)Cl. Cell line: HCT-15. Synergy scores: CSS=-8.38, Synergy_ZIP=5.08, Synergy_Bliss=0.921, Synergy_Loewe=-12.8, Synergy_HSA=-12.3. (6) Drug 1: CCC1(CC2CC(C3=C(CCN(C2)C1)C4=CC=CC=C4N3)(C5=C(C=C6C(=C5)C78CCN9C7C(C=CC9)(C(C(C8N6C)(C(=O)OC)O)OC(=O)C)CC)OC)C(=O)OC)O.OS(=O)(=O)O. Drug 2: C1=NC2=C(N=C(N=C2N1C3C(C(C(O3)CO)O)F)Cl)N. Cell line: NCI-H460. Synergy scores: CSS=-1.81, Synergy_ZIP=1.58, Synergy_Bliss=-0.512, Synergy_Loewe=-1.91, Synergy_HSA=-2.82. (7) Drug 1: CN(C)C1=NC(=NC(=N1)N(C)C)N(C)C. Drug 2: CC12CCC3C(C1CCC2O)C(CC4=C3C=CC(=C4)O)CCCCCCCCCS(=O)CCCC(C(F)(F)F)(F)F. Cell line: HS 578T. Synergy scores: CSS=-9.85, Synergy_ZIP=1.07, Synergy_Bliss=-6.17, Synergy_Loewe=-10.5, Synergy_HSA=-13.1.